This data is from Full USPTO retrosynthesis dataset with 1.9M reactions from patents (1976-2016). The task is: Predict the reactants needed to synthesize the given product. (1) Given the product [Cl:24][C:5]1[C:4]([CH2:11][C:12]([OH:14])=[O:13])=[C:3]([O:2][CH3:1])[C:8]([O:9][CH3:10])=[CH:7][CH:6]=1, predict the reactants needed to synthesize it. The reactants are: [CH3:1][O:2][C:3]1[C:8]([O:9][CH3:10])=[CH:7][CH:6]=[CH:5][C:4]=1[CH2:11][C:12]([OH:14])=[O:13].C(#N)C.OOS([O-])=O.[K+].[Cl-:24].[K+]. (2) Given the product [CH:9]([NH:8][C:5]1[N:6]=[CH:7][C:2]([CH2:14][CH2:13][CH:12]=[O:15])=[CH:3][CH:4]=1)([CH3:11])[CH3:10], predict the reactants needed to synthesize it. The reactants are: I[C:2]1[CH:3]=[CH:4][C:5]([NH:8][CH:9]([CH3:11])[CH3:10])=[N:6][CH:7]=1.[CH2:12]([OH:15])[CH:13]=[CH2:14].C(=O)([O-])O.[Na+]. (3) Given the product [C:48]([O:45][C:29]1[CH:30]=[C:31]2[C:26](=[CH:27][CH:28]=1)[C:25]1[CH2:24][CH2:23][N:22]3[C@H:34]([CH2:35][C@H:36]4[C@@H:20]([CH2:21]3)[CH2:19][C@@H:18]([O:17][C:15]([C:10]3[CH:9]=[C:8]([O:46][CH3:47])[C:7]([O:6][C:4]([O:3][CH2:1][CH3:2])=[O:5])=[C:12]([O:13][CH3:14])[CH:11]=3)=[O:16])[C@H:38]([O:39][CH3:40])[C@H:37]4[C:41]([O:43][CH3:44])=[O:42])[C:33]=1[NH:32]2)(=[O:50])[CH3:49], predict the reactants needed to synthesize it. The reactants are: [CH2:1]([O:3][C:4]([O:6][C:7]1[C:12]([O:13][CH3:14])=[CH:11][C:10]([C:15]([O:17][C@H:18]2[C@H:38]([O:39][CH3:40])[C@@H:37]([C:41]([O:43][CH3:44])=[O:42])[C@@H:36]3[C@@H:20]([CH2:21][N:22]4[C@H:34]([CH2:35]3)[C:33]3[NH:32][C:31]5[C:26](=[CH:27][CH:28]=[C:29]([OH:45])[CH:30]=5)[C:25]=3[CH2:24][CH2:23]4)[CH2:19]2)=[O:16])=[CH:9][C:8]=1[O:46][CH3:47])=[O:5])[CH3:2].[C:48](OC(=O)C)(=[O:50])[CH3:49]. (4) Given the product [CH3:13][CH:12]1[C:3]2[CH:4]=[CH:5][C:6]3[C:11](=[N:10][CH:9]=[CH:8][CH:7]=3)[C:2]=2[NH:1][S:17](=[O:19])(=[O:18])[N:16]1[CH3:15], predict the reactants needed to synthesize it. The reactants are: [NH2:1][C:2]1[C:3]([C:12](=O)[CH3:13])=[CH:4][CH:5]=[C:6]2[C:11]=1[N:10]=[CH:9][CH:8]=[CH:7]2.[CH3:15][NH:16][S:17](Cl)(=[O:19])=[O:18].[BH4-].[Na+]. (5) Given the product [Cl:15][C:16]1[CH:21]=[C:20]([P:23](=[O:24])([O:28][CH2:29][CH3:30])[O:25][CH2:26][CH3:27])[CH:19]=[CH:18][N:17]=1, predict the reactants needed to synthesize it. The reactants are: C([O-])(=O)C.[Na+].C(N(C(C)C)C(C)C)C.[Cl:15][C:16]1[CH:21]=[C:20](I)[CH:19]=[CH:18][N:17]=1.[P:23]([O-])([O:28][CH2:29][CH3:30])([O:25][CH2:26][CH3:27])=[O:24]. (6) Given the product [CH3:18][O:17][C:13]1[CH:12]=[C:11]([C:8]2[N:6]3[CH:7]=[C:2]([NH:25][CH:26]4[CH2:31][CH2:30][CH2:29][CH2:28][CH:27]4[OH:32])[CH:3]=[CH:4][C:5]3=[N:10][CH:9]=2)[CH:16]=[CH:15][N:14]=1, predict the reactants needed to synthesize it. The reactants are: Cl[C:2]1[CH:3]=[CH:4][C:5]2[N:6]([C:8]([C:11]3[CH:16]=[CH:15][N:14]=[C:13]([O:17][CH3:18])[CH:12]=3)=[CH:9][N:10]=2)[CH:7]=1.CC(C)([O-])C.[Na+].[NH2:25][CH:26]1[CH2:31][CH2:30][CH2:29][CH2:28][CH:27]1[OH:32].